Dataset: CYP2C19 inhibition data for predicting drug metabolism from PubChem BioAssay. Task: Regression/Classification. Given a drug SMILES string, predict its absorption, distribution, metabolism, or excretion properties. Task type varies by dataset: regression for continuous measurements (e.g., permeability, clearance, half-life) or binary classification for categorical outcomes (e.g., BBB penetration, CYP inhibition). Dataset: cyp2c19_veith. The molecule is CN(C)CCSCCO. The result is 0 (non-inhibitor).